From a dataset of Reaction yield outcomes from USPTO patents with 853,638 reactions. Predict the reaction yield, written as a fraction of the theoretical maximum amount of product (1.0 means a 100% yield; for example, 0.34 means a 34% yield). (1) The reactants are Br.BrC[C:4]1[N:5]=[C:6]2[C:11](=[N:12][CH:13]=1)[N:10]=[C:9]([NH2:14])[N:8]=[C:7]2[NH2:15].[CH3:16][O:17][C:18]1[CH:19]=[C:20]([CH:23]=[CH:24][C:25]=1[O:26][CH3:27])[CH2:21][NH2:22].C(=O)(O)[O-]. The catalyst is CN(C)C(=O)C. The product is [CH3:16][O:17][C:18]1[CH:19]=[C:20]([CH:23]=[CH:24][C:25]=1[O:26][CH3:27])[CH2:21][NH:22][C:4]1[N:5]=[C:6]2[C:11](=[N:12][CH:13]=1)[N:10]=[C:9]([NH2:14])[N:8]=[C:7]2[NH2:15]. The yield is 0.340. (2) The reactants are [N:1]([CH2:4][C:5](=[O:20])[C:6]([C:9]1[CH:14]=[CH:13][C:12]([S:15]([NH2:18])(=[O:17])=[O:16])=[C:11]([Cl:19])[CH:10]=1)([CH3:8])[CH3:7])=[N+]=[N-]. The catalyst is CCO.Cl.O=[Pt]=O. The product is [ClH:19].[NH2:1][CH2:4][C:5](=[O:20])[C:6]([C:9]1[CH:14]=[CH:13][C:12]([S:15]([NH2:18])(=[O:17])=[O:16])=[C:11]([Cl:19])[CH:10]=1)([CH3:8])[CH3:7]. The yield is 0.940. (3) The reactants are [CH3:1][C@H:2]1[CH2:7][NH:6][C@H:5]([CH3:8])[CH2:4][NH:3]1.CS(O)(=O)=O.C([O-])(=O)C.[K+].Cl[C:20]([O:22][CH2:23][CH3:24])=[O:21]. The catalyst is O.O1CCCC1.C(O)C. The product is [CH3:1][C@H:2]1[CH2:7][NH:6][C@H:5]([CH3:8])[CH2:4][N:3]1[C:20]([O:22][CH2:23][CH3:24])=[O:21]. The yield is 0.740.